This data is from Reaction yield outcomes from USPTO patents with 853,638 reactions. The task is: Predict the reaction yield, written as a fraction of the theoretical maximum amount of product (1.0 means a 100% yield; for example, 0.34 means a 34% yield). (1) The reactants are [Cl:1][C:2]1[CH:3]=[C:4]([C:12]2[N:16]=[C:15]([C:17]3[CH:22]=[CH:21][C:20](/[CH:23]=[CH:24]\[C:25]([O:27]C)=[O:26])=[CH:19][CH:18]=3)[O:14][N:13]=2)[CH:5]=[CH:6][C:7]=1[O:8][CH:9]([CH3:11])[CH3:10].[OH-].[Na+].Cl. The catalyst is CCO. The product is [Cl:1][C:2]1[CH:3]=[C:4]([C:12]2[N:16]=[C:15]([C:17]3[CH:22]=[CH:21][C:20](/[CH:23]=[CH:24]\[C:25]([OH:27])=[O:26])=[CH:19][CH:18]=3)[O:14][N:13]=2)[CH:5]=[CH:6][C:7]=1[O:8][CH:9]([CH3:11])[CH3:10]. The yield is 0.283. (2) The reactants are C(Cl)(=O)C(Cl)=O.CS(C)=O.[F:11][C:12]1[CH:17]=[CH:16][CH:15]=[C:14]([CH2:18][OH:19])[C:13]=1[CH2:20][OH:21].C(N(CC)CC)C. The catalyst is ClCCl.ClCCl.CS(C)=O. The product is [F:11][C:12]1[CH:17]=[CH:16][CH:15]=[C:14]([CH:18]=[O:19])[C:13]=1[CH:20]=[O:21]. The yield is 0.730. (3) The reactants are [N:1]1([C:7]2[CH:12]=[CH:11][C:10]([NH:13][C:14]([C:16]3[CH:17]=[C:18]([CH:30]=[CH:31][CH:32]=3)[CH2:19][S:20][CH2:21][CH2:22][C:23]([O:25]C(C)(C)C)=[O:24])=[O:15])=[C:9]([C:33](=[O:51])[NH:34][C:35]3[CH:40]=[N:39][C:38]([C:41]4[CH:46]=[CH:45][CH:44]=[C:43]([C:47]([F:50])([F:49])[F:48])[CH:42]=4)=[CH:37][N:36]=3)[CH:8]=2)[CH2:6][CH2:5][CH2:4][CH2:3][CH2:2]1.FC(F)(F)C(O)=O. The catalyst is ClCCl. The product is [N:1]1([C:7]2[CH:12]=[CH:11][C:10]([NH:13][C:14]([C:16]3[CH:17]=[C:18]([CH:30]=[CH:31][CH:32]=3)[CH2:19][S:20][CH2:21][CH2:22][C:23]([OH:25])=[O:24])=[O:15])=[C:9]([C:33](=[O:51])[NH:34][C:35]3[CH:40]=[N:39][C:38]([C:41]4[CH:46]=[CH:45][CH:44]=[C:43]([C:47]([F:50])([F:48])[F:49])[CH:42]=4)=[CH:37][N:36]=3)[CH:8]=2)[CH2:2][CH2:3][CH2:4][CH2:5][CH2:6]1. The yield is 0.0900. (4) The reactants are [NH2:1][CH:2]([OH:23])[C@H:3]([CH3:22])[CH2:4][CH2:5][C:6]1[S:7][C:8]([C:11]#[C:12][CH2:13][CH2:14][CH2:15][CH:16]2[CH2:21][CH2:20][CH2:19][CH2:18][CH2:17]2)=[CH:9][CH:10]=1. The catalyst is C(O)C.[Pd]. The product is [NH2:1][CH:2]([OH:23])[C@H:3]([CH3:22])[CH2:4][CH2:5][C:6]1[S:7][C:8]([CH2:11][CH2:12][CH2:13][CH2:14][CH2:15][CH:16]2[CH2:17][CH2:18][CH2:19][CH2:20][CH2:21]2)=[CH:9][CH:10]=1. The yield is 0.850.